From a dataset of Reaction yield outcomes from USPTO patents with 853,638 reactions. Predict the reaction yield, written as a fraction of the theoretical maximum amount of product (1.0 means a 100% yield; for example, 0.34 means a 34% yield). (1) The reactants are [Cl:1][C:2]1[CH:10]=[C:9]([F:11])[C:8]([F:12])=[CH:7][C:3]=1[C:4]([OH:6])=[O:5].[C:13](=O)([O-])[O-].[Cs+].[Cs+].IC. The catalyst is CC(C)=O.C(OCC)C. The product is [CH3:13][O:5][C:4](=[O:6])[C:3]1[CH:7]=[C:8]([F:12])[C:9]([F:11])=[CH:10][C:2]=1[Cl:1]. The yield is 1.00. (2) The reactants are [CH3:1][C:2]1[CH:18]=[C:17]([O:19][Si:20]([CH:27]([CH3:29])[CH3:28])([CH:24]([CH3:26])[CH3:25])[CH:21]([CH3:23])[CH3:22])[CH:16]=[C:15]([CH3:30])[C:3]=1[CH2:4][C:5]1[CH:10]=[CH:9][C:8]([O:11][CH2:12][O:13][CH3:14])=[CH:7][CH:6]=1.CN(CCN(C)C)C.[Li]CCCC.CN([CH:47]=[O:48])C. The catalyst is CCOCC. The product is [CH3:30][C:15]1[CH:16]=[C:17]([O:19][Si:20]([CH:27]([CH3:29])[CH3:28])([CH:21]([CH3:23])[CH3:22])[CH:24]([CH3:26])[CH3:25])[CH:18]=[C:2]([CH3:1])[C:3]=1[CH2:4][C:5]1[CH:10]=[CH:9][C:8]([O:11][CH2:12][O:13][CH3:14])=[C:7]([CH:6]=1)[CH:47]=[O:48]. The yield is 0.980. (3) The reactants are [I-].[Na+].[C:3](=[O:6])([O-])[O-].[K+].[K+].Cl[C:10]([O:12][CH:13]([CH3:15])[CH3:14])=[O:11].[CH:16]([O:19][C:20]1[C:21]([O:41][CH3:42])=[CH:22][C:23]([N+:38]([O-:40])=[O:39])=[C:24]([CH:37]=1)[C:25]([C:27]1[NH:31][N:30]=[N:29][C:28]=1[C:32]([O:34][CH2:35][CH3:36])=[O:33])=[O:26])([CH3:18])[CH3:17].[CH3:43][C:44]([CH3:46])=O. The catalyst is O. The product is [CH:13]([O:12][C:10]([O:6][CH:3]([N:30]1[N:29]=[C:28]([C:32]([O:34][CH2:35][CH3:36])=[O:33])[C:27]([C:25](=[O:26])[C:24]2[CH:37]=[C:20]([O:19][CH:16]([CH3:18])[CH3:17])[C:21]([O:41][CH3:42])=[CH:22][C:23]=2[N+:38]([O-:40])=[O:39])=[N:31]1)[CH:44]([CH3:46])[CH3:43])=[O:11])([CH3:15])[CH3:14]. The yield is 0.890. (4) The reactants are [C:1]([C:6]1[N:7]=[CH:8][C:9]2[NH:10][C:11]3[C:16]([C:17]=2[CH:18]=1)=[CH:15][CH:14]=[CH:13][CH:12]=3)(OCC)=[O:2].[BH4-].[Na+].O. The catalyst is C1COCC1. The product is [OH:2][CH2:1][C:6]1[N:7]=[CH:8][C:9]2[NH:10][C:11]3[C:16]([C:17]=2[CH:18]=1)=[CH:15][CH:14]=[CH:13][CH:12]=3. The yield is 0.810. (5) The reactants are [N:1]1[CH:6]=[CH:5][CH:4]=[CH:3][CH:2]=1.[F:7][C:8]([F:14])([F:13])[S:9]([OH:12])(=[O:11])=[O:10]. The catalyst is C(Cl)Cl. The product is [O-:12][S:9]([C:8]([F:14])([F:13])[F:7])(=[O:11])=[O:10].[NH+:1]1[CH:6]=[CH:5][CH:4]=[CH:3][CH:2]=1. The yield is 0.946. (6) The reactants are [C:1]1([CH:7]([CH2:11][C:12]([OH:14])=[O:13])[C:8]([OH:10])=[O:9])[CH:6]=[CH:5][CH:4]=[CH:3][CH:2]=1.OS(O)(=O)=O.[C:20]1(C)C=CC=C[CH:21]=1.[CH3:27][CH2:28]O. No catalyst specified. The product is [C:1]1([CH:7]([CH2:11][C:12]([O:14][CH2:27][CH3:28])=[O:13])[C:8]([O:10][CH2:20][CH3:21])=[O:9])[CH:2]=[CH:3][CH:4]=[CH:5][CH:6]=1. The yield is 0.460. (7) The reactants are C([O:4][C@@H:5]1[O:22][C@H:21]([CH2:23][O:24][C:25](=[O:27])[CH3:26])[C@@H:16]([O:17][C:18](=[O:20])[CH3:19])[C@H:11]([O:12][C:13](=[O:15])[CH3:14])[C@H:6]1[O:7][C:8](=[O:10])[CH3:9])(=O)C.C([O-])(=O)C.[NH4+]. The catalyst is CN(C)C=O. The product is [C:8]([O:7][C@@H:6]1[C@@H:11]([O:12][C:13](=[O:15])[CH3:14])[C@H:16]([O:17][C:18](=[O:20])[CH3:19])[C@@H:21]([CH2:23][O:24][C:25](=[O:27])[CH3:26])[O:22][CH:5]1[OH:4])(=[O:10])[CH3:9]. The yield is 0.860.